From a dataset of Human liver microsome stability data. Regression/Classification. Given a drug SMILES string, predict its absorption, distribution, metabolism, or excretion properties. Task type varies by dataset: regression for continuous measurements (e.g., permeability, clearance, half-life) or binary classification for categorical outcomes (e.g., BBB penetration, CYP inhibition). Dataset: hlm. The molecule is CCN(C(=O)CCC(=O)Nc1ccc(-c2ccc(OCC(=O)O)cc2)cc1Cl)c1ccc(C(C)(C)C)cc1Cl. The result is 1 (stable in human liver microsomes).